From a dataset of Reaction yield outcomes from USPTO patents with 853,638 reactions. Predict the reaction yield, written as a fraction of the theoretical maximum amount of product (1.0 means a 100% yield; for example, 0.34 means a 34% yield). (1) The reactants are Cl.[NH2:2][C:3]1[C:11]([OH:12])=[C:10]2[C:6]([CH2:7][CH2:8][CH:9]2[CH2:13][CH2:14][NH:15][C:16](=[O:18])[CH3:17])=[CH:5][CH:4]=1.[CH2:19]([O:26][CH2:27][CH2:28][CH2:29][CH2:30][C:31](Cl)=[O:32])[C:20]1[CH:25]=[CH:24][CH:23]=[CH:22][CH:21]=1. The catalyst is N1C=CC=CC=1. The product is [C:16]([NH:15][CH2:14][CH2:13][CH:9]1[C:10]2[C:6](=[CH:5][CH:4]=[C:3]([NH:2][C:31](=[O:32])[CH2:30][CH2:29][CH2:28][CH2:27][O:26][CH2:19][C:20]3[CH:25]=[CH:24][CH:23]=[CH:22][CH:21]=3)[C:11]=2[OH:12])[CH2:7][CH2:8]1)(=[O:18])[CH3:17]. The yield is 0.410. (2) The reactants are [CH3:1][O:2][CH2:3][C:4]([S:10]([CH3:13])(=[O:12])=[O:11])([CH2:7][CH:8]=[CH2:9])[C:5]#[N:6].C([Li])CCC.CCCCCCC.[F:26][C:27]1[CH:32]=[CH:31][C:30]([N+:33]([O-:35])=[O:34])=[CH:29][C:28]=1/[C:36](=[N:38]/[S@@:39]([C:41]([CH3:44])([CH3:43])[CH3:42])=[O:40])/[CH3:37].C[Al](C)C. The catalyst is CC1OCCC1.C1(C)C=CC=CC=1. The product is [C:5]([C@@:4]([S:10]([CH2:13][C@:36]([NH:38][S@@:39]([C:41]([CH3:42])([CH3:44])[CH3:43])=[O:40])([C:28]1[CH:29]=[C:30]([N+:33]([O-:35])=[O:34])[CH:31]=[CH:32][C:27]=1[F:26])[CH3:37])(=[O:12])=[O:11])([CH2:7][CH:8]=[CH2:9])[CH2:3][O:2][CH3:1])#[N:6]. The yield is 0.252.